Dataset: Catalyst prediction with 721,799 reactions and 888 catalyst types from USPTO. Task: Predict which catalyst facilitates the given reaction. (1) Reactant: C(O[C:4]([CH:6]1[C:11](=O)[C@@:10]2([CH3:16])[C:13]([CH3:15])([CH3:14])[C@@H:7]1[CH2:8][CH2:9]2)=[O:5])C.[F:17][C:18]([F:23])([F:22])[CH2:19][NH:20][NH2:21].Cl.O1CCOCC1. Product: [CH3:16][C@@:10]12[C:13]([CH3:14])([CH3:15])[C@@H:7]([C:6]3[C:4](=[O:5])[N:20]([CH2:19][C:18]([F:23])([F:22])[F:17])[NH:21][C:11]=31)[CH2:8][CH2:9]2. The catalyst class is: 6. (2) Reactant: [Li+].[BH4-].[NH2:3][C:4]1[CH:9]=[CH:8][C:7]([C:10]2[CH2:11][C@@H:12]3[N:18]([CH:19]=2)[C:17](=[O:20])[C:16]2[CH:21]=[C:22]([O:64][CH3:65])[C:23]([O:25][CH2:26][CH2:27][CH2:28][O:29][C:30]4[C:61]([O:62][CH3:63])=[CH:60][C:33]5[C:34](=[O:59])[N:35]6[CH:50]=[C:49]([C:51]7[CH:56]=[CH:55][C:54]([O:57][CH3:58])=[CH:53][CH:52]=7)[CH2:48][C@H:36]6[C:37](=O)[N:38](COCC[Si](C)(C)C)[C:32]=5[CH:31]=4)=[CH:24][C:15]=2[N:14](COCC[Si](C)(C)C)[C:13]3=O)=[CH:6][CH:5]=1.CCO. Product: [NH2:3][C:4]1[CH:9]=[CH:8][C:7]([C:10]2[CH2:11][C@@H:12]3[N:18]([CH:19]=2)[C:17](=[O:20])[C:16]2[CH:21]=[C:22]([O:64][CH3:65])[C:23]([O:25][CH2:26][CH2:27][CH2:28][O:29][C:30]4[C:61]([O:62][CH3:63])=[CH:60][C:33]5[C:34](=[O:59])[N:35]6[CH:50]=[C:49]([C:51]7[CH:52]=[CH:53][C:54]([O:57][CH3:58])=[CH:55][CH:56]=7)[CH2:48][C@H:36]6[CH:37]=[N:38][C:32]=5[CH:31]=4)=[CH:24][C:15]=2[N:14]=[CH:13]3)=[CH:6][CH:5]=1. The catalyst class is: 1. (3) Reactant: [NH:1]1[C:9]2[C:4](=[CH:5][CH:6]=[CH:7][CH:8]=2)[CH2:3][C:2]1=[O:10].[Li+].C[Si]([N-][Si](C)(C)C)(C)C.C1COCC1.O=[C:27]1[C:31]2[CH:32]=[CH:33][CH:34]=[CH:35][C:30]=2[CH:29]([C:36]([O-:38])=[O:37])[O:28]1.[Li+]. Product: [O:10]=[C:2]1[C:3](=[C:27]2[C:31]3[C:30](=[CH:35][CH:34]=[CH:33][CH:32]=3)[CH:29]([C:36]([OH:38])=[O:37])[O:28]2)[C:4]2[C:9](=[CH:8][CH:7]=[CH:6][CH:5]=2)[NH:1]1. The catalyst class is: 216. (4) Reactant: CC(OI1(OC(C)=O)(OC(C)=O)OC(=O)C2C=CC=CC1=2)=O.[C:23]([NH:31][C:32]1[S:33][CH2:34][C@@H:35]2[CH2:41][C@H:40]([C:42]([NH:44][CH:45]([CH3:48])[CH2:46][OH:47])=[O:43])[O:39][CH2:38][C@:36]2([C:49]2[CH:54]=[C:53]([Br:55])[CH:52]=[CH:51][C:50]=2[F:56])[N:37]=1)(=[O:30])[C:24]1[CH:29]=[CH:28][CH:27]=[CH:26][CH:25]=1.C(=O)(O)[O-].[Na+].S([O-])([O-])(=O)=S.[Na+].[Na+]. Product: [C:23]([NH:31][C:32]1[S:33][CH2:34][C@@H:35]2[CH2:41][C@H:40]([C:42]([NH:44][CH:45]([CH3:48])[CH:46]=[O:47])=[O:43])[O:39][CH2:38][C@:36]2([C:49]2[CH:54]=[C:53]([Br:55])[CH:52]=[CH:51][C:50]=2[F:56])[N:37]=1)(=[O:30])[C:24]1[CH:29]=[CH:28][CH:27]=[CH:26][CH:25]=1. The catalyst class is: 268.